This data is from Catalyst prediction with 721,799 reactions and 888 catalyst types from USPTO. The task is: Predict which catalyst facilitates the given reaction. (1) Reactant: [Br:1][C:2]1[CH:8]=[CH:7][C:5]([NH2:6])=[CH:4][CH:3]=1.N1C=CC=CC=1.[Cl:15][CH2:16][CH2:17][CH2:18][S:19](Cl)(=[O:21])=[O:20]. Product: [Br:1][C:2]1[CH:8]=[CH:7][C:5]([NH:6][S:19]([CH2:18][CH2:17][CH2:16][Cl:15])(=[O:21])=[O:20])=[CH:4][CH:3]=1. The catalyst class is: 124. (2) Reactant: [SH:1][C:2]1[NH:10]C2C(=O)[NH:7][C:6](=O)[NH:5][C:4]=2[N:3]=1.[CH2:13](Cl)[C:14]1[CH:19]=[CH:18][CH:17]=[CH:16][CH:15]=1.[CH3:21][C:22]([OH:24])=O. Product: [CH2:13]([S:1][C:2]1[N:3]=[C:4]2[C:21]([NH:7][CH:6]=[N:5]2)=[C:22]([OH:24])[N:10]=1)[C:14]1[CH:19]=[CH:18][CH:17]=[CH:16][CH:15]=1. The catalyst class is: 611. (3) Reactant: [Br:1][C:2]1[CH:3]=[C:4]2[C:9](=[CH:10][CH:11]=1)[C:8](Cl)=[N:7][N:6]=[CH:5]2.[NH:13]1[CH2:18][CH2:17][NH:16][CH2:15][C:14]1=[O:19].C(=O)([O-])[O-].[K+].[K+]. Product: [Br:1][C:2]1[CH:3]=[C:4]2[C:9](=[CH:10][CH:11]=1)[C:8]([N:16]1[CH2:17][CH2:18][NH:13][C:14](=[O:19])[CH2:15]1)=[N:7][N:6]=[CH:5]2. The catalyst class is: 10. (4) Reactant: [N+]([O-])([O-])=O.[K+].C(OC(=O)C)(=O)C.[N+]([O-])([O-])=O.[K+].C(O)(C(F)(F)F)=O.Br[C:26]1[C:27]2[CH:37]=[CH:36][C:35]([C:38]#[N:39])=[CH:34][C:28]=2[S:29][C:30]=1[N+:31]([O-:33])=[O:32].[Cl:40][C:41]1[CH:42]=[C:43]([CH:45]=[CH:46][C:47]=1[F:48])[NH2:44]. Product: [Cl:40][C:41]1[CH:42]=[C:43]([NH:44][C:26]2[C:27]3[CH:37]=[CH:36][C:35]([C:38]#[N:39])=[CH:34][C:28]=3[S:29][C:30]=2[N+:31]([O-:33])=[O:32])[CH:45]=[CH:46][C:47]=1[F:48]. The catalyst class is: 3. (5) Reactant: [NH2:1][C:2]1[S:3][C:4]([C:7]([CH3:10])([CH3:9])[CH3:8])=[N:5][N:6]=1.[CH2:11]([C:23]1[CH:28]=[CH:27][C:26]([S:29](Cl)(=[O:31])=[O:30])=[CH:25][CH:24]=1)[CH2:12][CH2:13][CH2:14][CH2:15][CH2:16][CH2:17][CH2:18][CH2:19][CH2:20][CH2:21][CH3:22].Cl. Product: [C:7]([C:4]1[S:3][C:2]([NH:1][S:29]([C:26]2[CH:27]=[CH:28][C:23]([CH2:11][CH2:12][CH2:13][CH2:14][CH2:15][CH2:16][CH2:17][CH2:18][CH2:19][CH2:20][CH2:21][CH3:22])=[CH:24][CH:25]=2)(=[O:31])=[O:30])=[N:6][N:5]=1)([CH3:10])([CH3:9])[CH3:8]. The catalyst class is: 17. (6) Reactant: Br[N:2]1[C:10]2[C:5](=[CH:6][CH:7]=[CH:8][CH:9]=2)[C:4]([CH3:11])=[C:3]1[C:12]1[C:17]([F:18])=[CH:16][CH:15]=[CH:14][C:13]=1[F:19].[CH3:20][N:21]1[C:25](B(O)O)=[CH:24][C:23]([C:29](F)(F)F)=[N:22]1.C(=O)([O-])[O-].[K+].[K+]. Product: [F:19][C:13]1[CH:14]=[CH:15][CH:16]=[C:17]([F:18])[C:12]=1[C:3]1[NH:2][C:10]2[C:5]([C:4]=1[CH3:11])=[CH:6][C:7]([C:25]1[N:21]([CH3:20])[N:22]=[C:23]([CH3:29])[CH:24]=1)=[CH:8][CH:9]=2. The catalyst class is: 73. (7) Reactant: [CH2:1]([O:3][C:4]([C:6]1[NH:7][C:8]([I:12])=[N:9][C:10]=1[CH3:11])=[O:5])[CH3:2].Br[CH2:14][C:15]1[CH:19]=[C:18]([C:20]2[S:21][C:22]([Cl:25])=[CH:23][CH:24]=2)[O:17][N:16]=1.O. Product: [CH2:1]([O:3][C:4]([C:6]1[N:7]([CH2:14][C:15]2[CH:19]=[C:18]([C:20]3[S:21][C:22]([Cl:25])=[CH:23][CH:24]=3)[O:17][N:16]=2)[C:8]([I:12])=[N:9][C:10]=1[CH3:11])=[O:5])[CH3:2]. The catalyst class is: 3. (8) Reactant: [CH3:1][N:2]1[C:10]2[C:5](=[CH:6][CH:7]=[C:8]([C:11]([O:13]C)=[O:12])[CH:9]=2)[CH:4]=[CH:3]1.[OH-].[Na+]. Product: [CH3:1][N:2]1[C:10]2[C:5](=[CH:6][CH:7]=[C:8]([C:11]([OH:13])=[O:12])[CH:9]=2)[CH:4]=[CH:3]1. The catalyst class is: 6. (9) Reactant: [CH:1]([O:4][C:5]([N:7]1[CH2:12][CH2:11][CH:10]([O:13][C:14]2[CH:19]=[CH:18][C:17](Br)=[CH:16][N:15]=2)[CH2:9][CH2:8]1)=[O:6])([CH3:3])[CH3:2].C([O-])(=O)C.[K+].[B:26]1([B:26]2[O:30][C:29]([CH3:32])([CH3:31])[C:28]([CH3:34])([CH3:33])[O:27]2)[O:30][C:29]([CH3:32])([CH3:31])[C:28]([CH3:34])([CH3:33])[O:27]1. Product: [CH:1]([O:4][C:5]([N:7]1[CH2:12][CH2:11][CH:10]([O:13][C:14]2[CH:19]=[CH:18][C:17]([B:26]3[O:30][C:29]([CH3:32])([CH3:31])[C:28]([CH3:34])([CH3:33])[O:27]3)=[CH:16][N:15]=2)[CH2:9][CH2:8]1)=[O:6])([CH3:3])[CH3:2]. The catalyst class is: 12.